From a dataset of Reaction yield outcomes from USPTO patents with 853,638 reactions. Predict the reaction yield, written as a fraction of the theoretical maximum amount of product (1.0 means a 100% yield; for example, 0.34 means a 34% yield). The reactants are [CH3:1][N:2]1[CH2:7][CH2:6][CH2:5][CH2:4][CH2:3]1.C1(=O)[CH2:13][CH2:12][C:11](=[O:14])[CH2:10][CH2:9]1.[CH2:16](O)C. The catalyst is [C].[Pd]. The product is [OH:14][C:11]1[CH:12]=[CH:13][C:1]([N:2]2[CH2:7][CH2:6][CH:5]([CH3:16])[CH2:4][CH2:3]2)=[CH:9][CH:10]=1. The yield is 0.655.